From a dataset of Reaction yield outcomes from USPTO patents with 853,638 reactions. Predict the reaction yield, written as a fraction of the theoretical maximum amount of product (1.0 means a 100% yield; for example, 0.34 means a 34% yield). (1) The reactants are C[O:2][P:3]([CH2:7][N:8]([S:10]([C:13]1[S:14][CH:15]=[CH:16][CH:17]=1)(=[O:12])=[O:11])[CH3:9])(=[O:6])[O:4]C.Br[Si](C)(C)C. The catalyst is ClCCl. The product is [S:14]1[CH:15]=[CH:16][CH:17]=[C:13]1[S:10]([N:8]([CH2:7][P:3](=[O:2])([OH:4])[OH:6])[CH3:9])(=[O:11])=[O:12]. The yield is 0.740. (2) The reactants are [Br:1][C:2]1[CH:7]=[C:6]([N+:8]([O-:10])=[O:9])[CH:5]=[C:4]([NH2:11])[C:3]=1[NH2:12].[F:13][CH2:14][C:15](O)=O. The catalyst is C1(C)C=CC=CC=1. The product is [Br:1][C:2]1[C:3]2[N:12]=[C:15]([CH2:14][F:13])[NH:11][C:4]=2[CH:5]=[C:6]([N+:8]([O-:10])=[O:9])[CH:7]=1. The yield is 0.750. (3) The reactants are [CH:1]1[C:13]2[CH:12]([CH2:14][O:15][C:16]([NH:18][C@H:19]([C:25]([OH:27])=[O:26])[CH2:20][CH2:21][CH2:22][CH2:23][NH2:24])=[O:17])[C:11]3[C:6](=[CH:7][CH:8]=[CH:9][CH:10]=3)[C:5]=2[CH:4]=[CH:3][CH:2]=1.[C:28]1([CH2:34][S:35](Cl)(=[O:37])=[O:36])[CH:33]=[CH:32][CH:31]=[CH:30][CH:29]=1. No catalyst specified. The product is [C:28]1([CH2:34][S:35]([NH:24][CH2:23][CH2:22][CH2:21][CH2:20][C@@H:19]([C:25]([OH:27])=[O:26])[NH:18][C:16]([O:15][CH2:14][CH:12]2[C:11]3[CH:10]=[CH:9][CH:8]=[CH:7][C:6]=3[C:5]3[C:13]2=[CH:1][CH:2]=[CH:3][CH:4]=3)=[O:17])(=[O:37])=[O:36])[CH:33]=[CH:32][CH:31]=[CH:30][CH:29]=1. The yield is 0.150. (4) The reactants are C([O:8][C:9]1[CH:10]=[CH:11][C:12]([NH:15][C:16](=[O:32])[CH:17]([C:24]2[CH:29]=[CH:28][C:27]([Cl:30])=[C:26]([Cl:31])[CH:25]=2)[CH2:18][CH:19]2[CH2:23][CH2:22][CH2:21][CH2:20]2)=[N:13][CH:14]=1)C1C=CC=CC=1. The catalyst is CO.[Pd]. The product is [CH:19]1([CH2:18][CH:17]([C:24]2[CH:29]=[CH:28][C:27]([Cl:30])=[C:26]([Cl:31])[CH:25]=2)[C:16]([NH:15][C:12]2[CH:11]=[CH:10][C:9]([OH:8])=[CH:14][N:13]=2)=[O:32])[CH2:23][CH2:22][CH2:21][CH2:20]1. The yield is 0.785.